Predict the reactants needed to synthesize the given product. From a dataset of Full USPTO retrosynthesis dataset with 1.9M reactions from patents (1976-2016). (1) Given the product [CH:1]1([N:6]2[CH2:7][CH2:8][N:9]([C:13]3[N:14]=[N:15][C:16]([C:19]4[CH:20]=[CH:21][C:22]([S:25]([CH3:28])(=[O:26])=[O:27])=[CH:23][CH:24]=4)=[CH:17][CH:18]=3)[CH2:10][CH2:11]2)[CH2:2][CH2:3][CH2:4][CH2:5]1, predict the reactants needed to synthesize it. The reactants are: [CH:1]1([N:6]2[CH2:11][CH2:10][NH:9][CH2:8][CH2:7]2)[CH2:5][CH2:4][CH2:3][CH2:2]1.Cl[C:13]1[N:14]=[N:15][C:16]([C:19]2[CH:24]=[CH:23][C:22]([S:25]([CH3:28])(=[O:27])=[O:26])=[CH:21][CH:20]=2)=[CH:17][CH:18]=1. (2) Given the product [O:40]1[CH2:41][CH2:42][N:37]([C:34]2[CH:35]=[CH:36][C:31]([C:2]3[N:11]=[C:10]([O:12][C:13]4[CH:22]=[CH:21][C:16]([C:17]([O:19][CH3:20])=[O:18])=[CH:15][CH:14]=4)[C:9]4[C:4](=[N:5][CH:6]=[CH:7][N:8]=4)[CH:3]=3)=[CH:32][CH:33]=2)[CH2:38][CH2:39]1, predict the reactants needed to synthesize it. The reactants are: Cl[C:2]1[N:11]=[C:10]([O:12][C:13]2[CH:22]=[CH:21][C:16]([C:17]([O:19][CH3:20])=[O:18])=[CH:15][CH:14]=2)[C:9]2[C:4](=[N:5][CH:6]=[CH:7][N:8]=2)[CH:3]=1.CC1(C)C(C)(C)OB([C:31]2[CH:36]=[CH:35][C:34]([N:37]3[CH2:42][CH2:41][O:40][CH2:39][CH2:38]3)=[CH:33][CH:32]=2)O1.C([O-])([O-])=O.[Cs+].[Cs+].